Dataset: Retrosynthesis with 50K atom-mapped reactions and 10 reaction types from USPTO. Task: Predict the reactants needed to synthesize the given product. Given the product FC(F)(F)c1ccc(-c2ccc3c(c2)cc(-c2nnn[nH]2)n3-c2ccc(OC3CCCC3)cc2)nc1, predict the reactants needed to synthesize it. The reactants are: N#Cc1cc2cc(-c3ccc(C(F)(F)F)cn3)ccc2n1-c1ccc(OC2CCCC2)cc1.[N-]=[N+]=[N-].